From a dataset of Catalyst prediction with 721,799 reactions and 888 catalyst types from USPTO. Predict which catalyst facilitates the given reaction. Reactant: [Li+].C[Si]([N-][Si](C)(C)C)(C)C.[N:11]1[CH:16]=[CH:15][CH:14]=[C:13]([NH2:17])[CH:12]=1.F[C:19]1[CH:24]=[C:23]([F:25])[CH:22]=[CH:21][C:20]=1[N+:26]([O-:28])=[O:27]. Product: [F:25][C:23]1[CH:22]=[CH:21][C:20]([N+:26]([O-:28])=[O:27])=[C:19]([NH:17][C:13]2[CH:12]=[N:11][CH:16]=[CH:15][CH:14]=2)[CH:24]=1. The catalyst class is: 1.